Task: Predict the reactants needed to synthesize the given product.. Dataset: Full USPTO retrosynthesis dataset with 1.9M reactions from patents (1976-2016) (1) Given the product [C:1]1([S:7]([N:10]2[CH:14]=[C:13]([CH:22]=[CH:23][CH2:24][CH2:25][CH2:26][CH2:27][CH2:28][CH3:29])[C:12]([C:16]3[CH:17]=[N:18][CH:19]=[CH:20][CH:21]=3)=[N:11]2)(=[O:9])=[O:8])[CH:6]=[CH:5][CH:4]=[CH:3][CH:2]=1, predict the reactants needed to synthesize it. The reactants are: [C:1]1([S:7]([N:10]2[CH:14]=[C:13](Br)[C:12]([C:16]3[CH:17]=[N:18][CH:19]=[CH:20][CH:21]=3)=[N:11]2)(=[O:9])=[O:8])[CH:6]=[CH:5][CH:4]=[CH:3][CH:2]=1.[CH:22](/B(O)O)=[CH:23]\[CH2:24][CH2:25][CH2:26][CH2:27][CH2:28][CH3:29].[O-]P([O-])([O-])=O.[K+].[K+].[K+].COC1C=CC=C(OC)C=1C1C=CC=CC=1P(C1CCCCC1)C1CCCCC1. (2) Given the product [I:12][C:4]1[C:5]2[C:6](=[N:7][CH:8]=[N:9][C:10]=2[OH:11])[N:2]([CH3:1])[N:3]=1, predict the reactants needed to synthesize it. The reactants are: [CH3:1][N:2]1[C:6]2=[N:7][CH:8]=[N:9][C:10]([OH:11])=[C:5]2[CH:4]=[N:3]1.[I:12]N1C(=O)CCC1=O.F[B-](F)(F)F.[H+].C(=O)(O)[O-].[Na+]. (3) Given the product [CH3:22][O:23][C:24](=[O:30])[C@@H:25]1[CH2:29][CH2:28][CH2:27][N:26]1[C:14](=[O:16])[C@@H:13]1[CH2:17][C@@H:18]([OH:19])[CH2:20][N:12]1[C:1](=[O:11])[CH2:2][CH2:3][CH2:4][CH2:5][CH2:6][CH2:7][CH2:8][CH2:9][CH3:10], predict the reactants needed to synthesize it. The reactants are: [C:1]([N:12]1[CH2:20][C@H:18]([OH:19])[CH2:17][C@H:13]1[C:14]([OH:16])=O)(=[O:11])[CH2:2][CH2:3][CH2:4][CH2:5][CH2:6][CH2:7][CH2:8][CH2:9][CH3:10].Cl.[CH3:22][O:23][C:24](=[O:30])[C@@H:25]1[CH2:29][CH2:28][CH2:27][NH:26]1.ON1C2C=CC=CC=2N=N1.Cl.C(N=C=NCCCN(C)C)C. (4) The reactants are: Cl[CH2:2][CH2:3][O:4][C:5]1[CH:14]=[C:13]2[C:8]([C:9]([NH:15][C:16]3[CH:21]=[CH:20][C:19]([O:22][CH2:23][C:24]4[CH:29]=[CH:28][CH:27]=[C:26]([F:30])[CH:25]=4)=[C:18]([Cl:31])[CH:17]=3)=[N:10][CH:11]=[N:12]2)=[C:7]([O:32][CH:33]2[CH2:37][CH2:36][O:35][CH2:34]2)[CH:6]=1.[NH:38]1[CH2:43][CH2:42][O:41][CH2:40][CH2:39]1. Given the product [Cl:31][C:18]1[CH:17]=[C:16]([CH:21]=[CH:20][C:19]=1[O:22][CH2:23][C:24]1[CH:29]=[CH:28][CH:27]=[C:26]([F:30])[CH:25]=1)[NH:15][C:9]1[C:8]2[C:13](=[CH:14][C:5]([O:4][CH2:3][CH2:2][N:38]3[CH2:43][CH2:42][O:41][CH2:40][CH2:39]3)=[CH:6][C:7]=2[O:32][CH:33]2[CH2:37][CH2:36][O:35][CH2:34]2)[N:12]=[CH:11][N:10]=1, predict the reactants needed to synthesize it. (5) Given the product [CH2:24]([O:23][C:22]([O:12][C:11]1[CH:10]=[C:9]([C:13]2[N:17]=[C:16]([CH3:18])[O:15][N:14]=2)[C:4]([C:5]([O:7][CH3:8])=[O:6])=[C:3]([N+:19]([O-:21])=[O:20])[C:2]=1[OH:1])=[O:26])[CH3:25], predict the reactants needed to synthesize it. The reactants are: [OH:1][C:2]1[C:3]([N+:19]([O-:21])=[O:20])=[C:4]([C:9]([C:13]2[N:17]=[C:16]([CH3:18])[O:15][N:14]=2)=[CH:10][C:11]=1[OH:12])[C:5]([O:7][CH3:8])=[O:6].[C:22](Cl)(=[O:26])[O:23][CH2:24][CH3:25].C(=O)([O-])[O-].[K+].[K+].CN(C)C=O. (6) Given the product [F:28][C:27]([F:30])([F:29])[C:22]([C:19]1[CH:18]=[CH:17][C:16]([CH2:15][N:12]2[CH2:13][CH2:14][CH:9]([N:6]3[C:5]4[CH:32]=[CH:33][C:2]([NH:1][C:41]([NH:40][C:37]5[CH:38]=[CH:39][N:34]=[CH:35][CH:36]=5)=[O:42])=[CH:3][C:4]=4[N:8]=[CH:7]3)[CH2:10][CH2:11]2)=[CH:21][CH:20]=1)([OH:31])[C:23]([F:24])([F:25])[F:26], predict the reactants needed to synthesize it. The reactants are: [NH2:1][C:2]1[CH:33]=[CH:32][C:5]2[N:6]([CH:9]3[CH2:14][CH2:13][N:12]([CH2:15][C:16]4[CH:21]=[CH:20][C:19]([C:22]([OH:31])([C:27]([F:30])([F:29])[F:28])[C:23]([F:26])([F:25])[F:24])=[CH:18][CH:17]=4)[CH2:11][CH2:10]3)[CH:7]=[N:8][C:4]=2[CH:3]=1.[N:34]1[CH:39]=[CH:38][C:37]([NH:40][C:41](=O)[O:42]C2C=CC=CC=2)=[CH:36][CH:35]=1.